From a dataset of Reaction yield outcomes from USPTO patents with 853,638 reactions. Predict the reaction yield, written as a fraction of the theoretical maximum amount of product (1.0 means a 100% yield; for example, 0.34 means a 34% yield). (1) The reactants are [NH2:1][C:2]1[CH:10]=[C:9]([O:11][CH3:12])[CH:8]=[C:7]([O:13][CH3:14])[C:3]=1[C:4]([NH2:6])=[O:5].[N:15]1[CH:20]=[CH:19][CH:18]=[C:17]([CH:21]=O)[CH:16]=1.COC1C=C(OC)C=C2C=1C(=O)NC(C1C=CC=CN=1)=N2. No catalyst specified. The product is [CH3:14][O:13][C:7]1[CH:8]=[C:9]([O:11][CH3:12])[CH:10]=[C:2]2[C:3]=1[C:4](=[O:5])[NH:6][C:21]([C:17]1[CH:16]=[N:15][CH:20]=[CH:19][CH:18]=1)=[N:1]2. The yield is 0.480. (2) The reactants are [F:1][C:2]1[CH:7]=[C:6]([I:8])[CH:5]=[CH:4][C:3]=1[NH:9][C:10]1[C:15]([N+:16]([O-])=O)=[CH:14][N:13]([CH3:19])[C:12](=[O:20])[CH:11]=1.[NH4+].[Cl-]. The catalyst is CCO.[Fe]. The product is [NH2:16][C:15]1[C:10]([NH:9][C:3]2[CH:4]=[CH:5][C:6]([I:8])=[CH:7][C:2]=2[F:1])=[CH:11][C:12](=[O:20])[N:13]([CH3:19])[CH:14]=1. The yield is 0.830. (3) The reactants are Br[C:2]1[CH:18]=[CH:17][C:5]([O:6][CH:7]([CH3:16])[CH2:8][NH:9][S:10]([CH:13]([CH3:15])[CH3:14])(=[O:12])=[O:11])=[CH:4][CH:3]=1.[CH:19]([C:21]1[CH:26]=[CH:25][CH:24]=[CH:23][C:22]=1B(O)O)=[O:20].C(=O)([O-])[O-].[Na+].[Na+]. The catalyst is Cl[Pd](Cl)([P](C1C=CC=CC=1)(C1C=CC=CC=1)C1C=CC=CC=1)[P](C1C=CC=CC=1)(C1C=CC=CC=1)C1C=CC=CC=1.COCCOC. The product is [CH3:16][CH:7]([O:6][C:5]1[CH:17]=[CH:18][C:2]([C:22]2[CH:23]=[CH:24][CH:25]=[CH:26][C:21]=2[CH:19]=[O:20])=[CH:3][CH:4]=1)[CH2:8][NH:9][S:10]([CH:13]([CH3:15])[CH3:14])(=[O:12])=[O:11]. The yield is 0.210. (4) The reactants are C(N1[CH2:9][CH2:8][N:7]([C:10]2[CH:15]=[CH:14][C:13]([B:16]([OH:18])[OH:17])=[CH:12][CH:11]=2)[CH2:6][CH2:5]1)(C)C.BrC1C=CC(N2CC[CH:29]([N:32]3[CH2:37][CH2:36][O:35][CH2:34][CH2:33]3)CC2)=CC=1. No catalyst specified. The product is [O:35]1[CH2:36][CH2:37][N:32]([CH:29]2[CH2:5][CH2:6][N:7]([C:10]3[CH:11]=[CH:12][C:13]([B:16]([OH:17])[OH:18])=[CH:14][CH:15]=3)[CH2:8][CH2:9]2)[CH2:33][CH2:34]1. The yield is 0.400. (5) The reactants are [O:1]1[CH2:18][CH:2]1[CH2:3][O:4][C:5]1[C:17]2[C:16]3[C:11](=[CH:12][CH:13]=[CH:14][CH:15]=3)[NH:10][C:9]=2[CH:8]=[CH:7][CH:6]=1.[CH3:19][NH2:20].[NH4+].[Cl-]. The catalyst is C1COCC1. The product is [CH:8]1[C:9]2[NH:10][C:11]3[C:16](=[CH:15][CH:14]=[CH:13][CH:12]=3)[C:17]=2[C:5]([O:4][CH2:3][CH:2]([OH:1])[CH2:18][NH:20][CH3:19])=[CH:6][CH:7]=1. The yield is 0.800.